Dataset: Reaction yield outcomes from USPTO patents with 853,638 reactions. Task: Predict the reaction yield, written as a fraction of the theoretical maximum amount of product (1.0 means a 100% yield; for example, 0.34 means a 34% yield). (1) The reactants are [NH2:1][C:2]1[CH:17]=[C:16]([F:18])[CH:15]=[CH:14][C:3]=1[C:4]([NH:6][C:7]1[CH:12]=[CH:11][CH:10]=[CH:9][C:8]=1[Cl:13])=[O:5].[Cl:19][CH2:20][C:21](Cl)=O. The catalyst is C(O)(=O)C. The product is [Cl:19][CH2:20][C:21]1[N:6]([C:7]2[CH:12]=[CH:11][CH:10]=[CH:9][C:8]=2[Cl:13])[C:4](=[O:5])[C:3]2[C:2](=[CH:17][C:16]([F:18])=[CH:15][CH:14]=2)[N:1]=1. The yield is 0.820. (2) The reactants are [NH2:1][C:2]1[C:3]([NH:17][CH2:18][CH:19]2[CH2:24][CH2:23][CH2:22][N:21](C(OC(C)(C)C)=O)[CH2:20]2)=[CH:4][C:5]([NH:8][C:9]2[CH:14]=[N:13][C:12]([C:15]#[N:16])=[CH:11][N:10]=2)=[N:6][CH:7]=1.[O-]CC.[Na+].Br[CH2:37][CH2:38][CH2:39][CH2:40]Br. The catalyst is C(O)C. The product is [NH:21]1[CH2:22][CH2:23][CH2:24][CH:19]([CH2:18][NH:17][C:3]2[C:2]([N:1]3[CH2:40][CH2:39][CH2:38][CH2:37]3)=[CH:7][N:6]=[C:5]([NH:8][C:9]3[N:10]=[CH:11][C:12]([C:15]#[N:16])=[N:13][CH:14]=3)[CH:4]=2)[CH2:20]1. The yield is 0.290.